Dataset: Peptide-MHC class I binding affinity with 185,985 pairs from IEDB/IMGT. Task: Regression. Given a peptide amino acid sequence and an MHC pseudo amino acid sequence, predict their binding affinity value. This is MHC class I binding data. (1) The peptide sequence is KTKLNDWDFV. The MHC is HLA-A32:01 with pseudo-sequence HLA-A32:01. The binding affinity (normalized) is 0.0917. (2) The peptide sequence is FGPVHFRNQV. The MHC is Mamu-A01 with pseudo-sequence Mamu-A01. The binding affinity (normalized) is 0.586.